Dataset: Reaction yield outcomes from USPTO patents with 853,638 reactions. Task: Predict the reaction yield, written as a fraction of the theoretical maximum amount of product (1.0 means a 100% yield; for example, 0.34 means a 34% yield). (1) The reactants are [CH3:1][C:2]12[CH2:18][CH2:17][CH:16]([O:19][C:20](=[O:60])[NH:21][CH2:22][CH2:23][CH2:24][CH2:25][CH2:26][C:27]([N:29]3[CH2:33][CH:32]([OH:34])[CH2:31][CH:30]3[CH:35]([C:54]3[CH:59]=[CH:58][CH:57]=[CH:56][CH:55]=3)[O:36][CH:37]([C:46]3[CH:51]=[CH:50][C:49]([O:52][CH3:53])=[CH:48][CH:47]=3)[C:38]3[CH:43]=[CH:42][C:41]([O:44][CH3:45])=[CH:40][CH:39]=3)=[O:28])[CH2:15][C:14]1=[CH:13][CH2:12][CH:11]1[CH:3]2[CH2:4][CH2:5][C:6]2([CH3:69])[CH:10]1[CH2:9][CH2:8][CH:7]2[CH2:61][CH2:62][CH2:63][CH2:64][CH2:65][CH2:66][CH2:67][CH3:68].[C:70]1(=[O:76])[O:75][C:73](=[O:74])[CH2:72][CH2:71]1.C(N(CC)CC)C. The catalyst is CN(C1C=CN=CC=1)C.ClCCl. The product is [CH3:53][O:52][C:49]1[CH:50]=[CH:51][C:46]([CH:37]([C:38]2[CH:43]=[CH:42][C:41]([O:44][CH3:45])=[CH:40][CH:39]=2)[O:36][CH:35]([C:54]2[CH:55]=[CH:56][CH:57]=[CH:58][CH:59]=2)[CH:30]2[N:29]([C:27](=[O:28])[CH2:26][CH2:25][CH2:24][CH2:23][CH2:22][NH:21][C:20]([O:19][CH:16]3[CH2:15][C:14]4[C:2]([CH3:1])([CH:3]5[CH:11]([CH2:12][CH:13]=4)[CH:10]4[C:6]([CH3:69])([CH:7]([CH2:61][CH2:62][CH2:63][CH2:64][CH2:65][CH2:66][CH2:67][CH3:68])[CH2:8][CH2:9]4)[CH2:5][CH2:4]5)[CH2:18][CH2:17]3)=[O:60])[CH2:33][CH:32]([O:34][C:70](=[O:76])[CH2:71][CH2:72][C:73]([OH:75])=[O:74])[CH2:31]2)=[CH:47][CH:48]=1. The yield is 0.890. (2) The reactants are CS(O[CH2:6][CH2:7][CH:8]1[CH2:13][CH2:12][O:11][CH2:10][CH2:9]1)(=O)=O.[Br-:14].[Li+]. The catalyst is CC(C)=O. The product is [Br:14][CH2:6][CH2:7][CH:8]1[CH2:13][CH2:12][O:11][CH2:10][CH2:9]1. The yield is 0.733. (3) The product is [CH3:11][C:3]1[C:2]([B:12]2[O:16][C:15]([CH3:18])([CH3:17])[C:14]([CH3:20])([CH3:19])[O:13]2)=[CH:10][CH:9]=[CH:8][C:4]=1[C:5]([OH:7])=[O:6]. The catalyst is C1C=CC(P(C2C=CC=CC=2)[C-]2C=CC=C2)=CC=1.C1C=CC(P(C2C=CC=CC=2)[C-]2C=CC=C2)=CC=1.Cl[Pd]Cl.[Fe+2].ClCCl.O. The reactants are I[C:2]1[C:3]([CH3:11])=[C:4]([CH:8]=[CH:9][CH:10]=1)[C:5]([OH:7])=[O:6].[B:12]1([B:12]2[O:16][C:15]([CH3:18])([CH3:17])[C:14]([CH3:20])([CH3:19])[O:13]2)[O:16][C:15]([CH3:18])([CH3:17])[C:14]([CH3:20])([CH3:19])[O:13]1.C([O-])(=O)C.[K+].CS(C)=O. The yield is 0.550. (4) The reactants are Cl[C:2]1[C:3]([N:7]2[CH2:12][CH2:11][CH:10]([C:13]([OH:15])=[O:14])[CH2:9][CH2:8]2)=[N:4][S:5][N:6]=1.[N:16]1[CH:21]=[CH:20][C:19]([CH2:22][OH:23])=[CH:18][CH:17]=1.C(C(CCC)[O-])(C)(C)C.[K+].C(O)(C)(C)C. The catalyst is O. The product is [N:16]1[CH:21]=[CH:20][C:19]([CH2:22][O:23][C:2]2[C:3]([N:7]3[CH2:12][CH2:11][CH:10]([C:13]([OH:15])=[O:14])[CH2:9][CH2:8]3)=[N:4][S:5][N:6]=2)=[CH:18][CH:17]=1. The yield is 0.590. (5) The reactants are [Cl:1][C:2]([F:14])([F:13])[C:3]1[CH:8]=[CH:7][C:6]([CH:9]([S:11][CH3:12])[CH3:10])=[CH:5][N:4]=1.[N:15]#[C:16][NH2:17].C(O)(=O)C.C(O)(=O)C.IC1C=CC=CC=1. The catalyst is C1COCC1. The product is [Cl:1][C:2]([F:13])([F:14])[C:3]1[N:4]=[CH:5][C:6]([CH:9]([S:11]([CH3:12])=[N:17][C:16]#[N:15])[CH3:10])=[CH:7][CH:8]=1. The yield is 0.480.